This data is from Full USPTO retrosynthesis dataset with 1.9M reactions from patents (1976-2016). The task is: Predict the reactants needed to synthesize the given product. (1) The reactants are: [CH3:1][CH:2]([CH2:4][CH2:5][CH2:6][C@H:7]([C@@H:9]1[C@:27]2([CH3:28])[C@H:12]([C@H:13]3[C@H:24]([CH2:25][CH2:26]2)[C@:22]2([CH3:23])[C:16]([CH2:17][C@H:18]([CH2:20][CH2:21]2)[OH:19])=[CH:15][CH2:14]3)[CH2:11][CH2:10]1)[CH3:8])[CH3:3].[C:29]([OH:48])(=[O:47])[CH2:30][CH2:31][CH2:32][CH2:33][CH2:34][CH2:35][CH2:36]/[CH:37]=[CH:38]\[CH2:39][CH2:40][CH2:41][CH2:42][CH2:43][CH2:44][CH2:45][CH3:46]. Given the product [CH3:3][CH:2]([CH2:4][CH2:5][CH2:6][C@H:7]([C@@H:9]1[C@:27]2([CH3:28])[C@H:12]([C@H:13]3[C@H:24]([CH2:25][CH2:26]2)[C@:22]2([CH3:23])[C:16]([CH2:17][C@H:18]([CH2:20][CH2:21]2)[OH:19])=[CH:15][CH2:14]3)[CH2:11][CH2:10]1)[CH3:8])[CH3:1].[C:29]([OH:48])(=[O:47])[CH2:30][CH2:31][CH2:32][CH2:33][CH2:34][CH2:35][CH2:36][CH2:37][CH2:38][CH2:39][CH2:40][CH2:41][CH2:42][CH2:43][CH3:44].[C:29]([OH:48])(=[O:47])[CH2:30][CH2:31][CH2:32][CH2:33][CH2:34][CH2:35][CH2:36]/[CH:37]=[CH:38]\[CH2:39][CH2:40][CH2:41][CH2:42][CH2:43][CH2:44][CH2:45][CH3:46], predict the reactants needed to synthesize it. (2) Given the product [Cl:1][C:2]1[N:3]=[N:4][C:5]([C:8]2[CH:9]=[N:10][NH:11][CH:12]=2)=[CH:6][CH:7]=1, predict the reactants needed to synthesize it. The reactants are: [Cl:1][C:2]1[N:3]=[N:4][C:5]([C:8]2[CH:9]=[N:10][N:11](C(C3C=CC=CC=3)(C3C=CC=CC=3)C3C=CC=CC=3)[CH:12]=2)=[CH:6][CH:7]=1.Cl. (3) Given the product [C:12]1([NH:11][C:5]2([CH2:4][NH:3][CH2:19][C:20]([O:22][CH2:23][CH3:24])=[O:21])[CH2:10][CH2:9][CH2:8][CH2:7][CH2:6]2)[CH:17]=[CH:16][CH:15]=[CH:14][CH:13]=1, predict the reactants needed to synthesize it. The reactants are: [H-].[Na+].[NH2:3][CH2:4][C:5]1([NH:11][C:12]2[CH:17]=[CH:16][CH:15]=[CH:14][CH:13]=2)[CH2:10][CH2:9][CH2:8][CH2:7][CH2:6]1.Br[CH2:19][C:20]([O:22][CH2:23][CH3:24])=[O:21].O. (4) Given the product [CH3:14][O:13][C:10]1[CH:11]=[CH:12][C:7]([N:6]2[C:2]([C:23]3[C:19]([CH3:18])=[N:20][O:21][C:22]=3[CH3:27])=[CH:3][C:4]([CH2:15][CH2:16][CH3:17])=[N:5]2)=[CH:8][CH:9]=1, predict the reactants needed to synthesize it. The reactants are: Br[C:2]1[N:6]([C:7]2[CH:12]=[CH:11][C:10]([O:13][CH3:14])=[CH:9][CH:8]=2)[N:5]=[C:4]([CH2:15][CH2:16][CH3:17])[CH:3]=1.[CH3:18][C:19]1[C:23](B(O)O)=[C:22]([CH3:27])[O:21][N:20]=1.C([O-])([O-])=O.[K+].[K+].[I-].[Na+]. (5) Given the product [CH3:41][C:39]1[O:38][N:37]=[C:36]([NH:35][C:32]([C:15]2[N:16]([C:20]3[CH:25]=[CH:24][C:23]([O:26][CH:27]4[CH2:28][CH2:29][CH2:30][CH2:31]4)=[CH:22][CH:21]=3)[C:17]3[C:13]([CH:14]=2)=[CH:12][C:11]([C:8]2[CH:9]=[CH:10][C:5]([C:1]([CH3:2])([CH3:3])[CH3:4])=[CH:6][CH:7]=2)=[CH:19][CH:18]=3)=[O:33])[CH:40]=1, predict the reactants needed to synthesize it. The reactants are: [C:1]([C:5]1[CH:10]=[CH:9][C:8]([C:11]2[CH:12]=[C:13]3[C:17](=[CH:18][CH:19]=2)[N:16]([C:20]2[CH:25]=[CH:24][C:23]([O:26][CH:27]4[CH2:31][CH2:30][CH2:29][CH2:28]4)=[CH:22][CH:21]=2)[C:15]([C:32](Cl)=[O:33])=[CH:14]3)=[CH:7][CH:6]=1)([CH3:4])([CH3:3])[CH3:2].[NH2:35][C:36]1[CH:40]=[C:39]([CH3:41])[O:38][N:37]=1. (6) Given the product [F:1][C:2]1[CH:3]=[CH:4][C:5]([C:8]2[N:9]=[C:10]3[CH:15]=[C:14]([CH:16]([OH:21])[CH2:17][N:18]([CH3:20])[CH3:19])[CH:13]=[CH:12][N:11]3[C:22]=2[C:23]2[CH:28]=[CH:27][N:26]=[C:25]([S:35]([CH3:39])(=[O:37])=[O:34])[N:24]=2)=[CH:6][CH:7]=1, predict the reactants needed to synthesize it. The reactants are: [F:1][C:2]1[CH:7]=[CH:6][C:5]([C:8]2[N:9]=[C:10]3[CH:15]=[C:14]([CH:16]([OH:21])[CH2:17][N:18]([CH3:20])[CH3:19])[CH:13]=[CH:12][N:11]3[C:22]=2[C:23]2[CH:28]=[CH:27][N:26]=[C:25](SC)[N:24]=2)=[CH:4][CH:3]=1.CO.O[O:34][S:35]([O-:37])=O.[K+].[CH3:39]C(C)=O. (7) Given the product [OH:1][C:2]1[CH:3]=[C:4]([CH:8]=[CH:9][C:10]=1[OH:11])[C:5]([O:7][C:15]1[C:16]2[C:21](=[CH:20][CH:19]=[CH:18][CH:17]=2)[C:12]([O:23][C:5](=[O:6])[C:4]2[CH:8]=[CH:9][C:10]([OH:11])=[C:2]([OH:1])[CH:3]=2)=[CH:13][CH:14]=1)=[O:6], predict the reactants needed to synthesize it. The reactants are: [OH:1][C:2]1[CH:3]=[C:4]([CH:8]=[CH:9][C:10]=1[OH:11])[C:5]([OH:7])=[O:6].[C:12]1([OH:23])[C:21]2[C:16](=[CH:17][CH:18]=[CH:19][CH:20]=2)[C:15](O)=[CH:14][CH:13]=1. (8) Given the product [CH2:10]([N:14]1[C:2]2[CH2:7][O:6][CH2:5][C:4](=[O:8])[C:3]=2[S:16]/[C:15]/1=[N:17]\[C:25](=[O:26])[C:24]1[CH:28]=[C:20]([Cl:19])[CH:21]=[CH:22][C:23]=1[O:29][CH3:30])[CH2:11][CH2:12][CH3:13], predict the reactants needed to synthesize it. The reactants are: O=[C:2]1[CH2:7][O:6][CH2:5][C:4]([O-:8])=[CH:3]1.[Na+].[CH2:10]([NH:14][C:15]([NH2:17])=[S:16])[CH2:11][CH2:12][CH3:13].Cl.[Cl:19][C:20]1[CH:21]=[CH:22][C:23]([O:29][CH3:30])=[C:24]([CH:28]=1)[C:25](O)=[O:26].CCN=C=NCCCN(C)C.Cl.ON1C2C=CC=CC=2N=N1.C(N(CC)CC)C.